From a dataset of Forward reaction prediction with 1.9M reactions from USPTO patents (1976-2016). Predict the product of the given reaction. (1) The product is: [F:1][C:2]1[CH:3]=[CH:4][C:5]([O:6][CH:7]([C:9]2[CH:18]=[CH:17][C:12]([C:13]([OH:15])=[O:14])=[CH:11][CH:10]=2)[CH3:8])=[CH:19][CH:20]=1. Given the reactants [F:1][C:2]1[CH:20]=[CH:19][C:5]([O:6][CH:7]([C:9]2[CH:18]=[CH:17][C:12]([C:13]([O:15]C)=[O:14])=[CH:11][CH:10]=2)[CH3:8])=[CH:4][CH:3]=1.O.[OH-].[Li+].O1CCCC1.Cl, predict the reaction product. (2) Given the reactants C([Li:5])CCC.CCCCCC.[Br:12][C:13]1[CH:18]=[CH:17][CH:16]=[C:15]([Br:19])[CH:14]=1.Cl[Si:21](Cl)([C:28]1[CH:33]=[CH:32][CH:31]=[CH:30][CH:29]=1)[C:22]1[CH:27]=[CH:26][CH:25]=[CH:24][CH:23]=1.[C:35]1([Li])[C:52]2[C:51]3[C:46](=[CH:47][CH:48]=[CH:49][CH:50]=3)[C:45]3[C:40](=[CH:41][CH:42]=[CH:43][CH:44]=3)[C:39]=2[CH:38]=[CH:37][CH:36]=1.Cl[SiH](Cl)C1C=CC=CC=1, predict the reaction product. The product is: [Br:12][C:13]1[CH:14]=[C:15]([Li:5])[CH:16]=[CH:17][CH:18]=1.[Br:19][C:15]1[CH:14]=[C:13]([Si:21]([C:28]2[CH:29]=[CH:30][CH:31]=[CH:32][CH:33]=2)([C:22]2[CH:27]=[CH:26][CH:25]=[CH:24][CH:23]=2)[C:36]2[CH:37]=[CH:38][C:39]3[C:40]4[C:45](=[CH:44][CH:43]=[CH:42][CH:41]=4)[C:46]4[C:51](=[CH:50][CH:49]=[CH:48][CH:47]=4)[C:52]=3[CH:35]=2)[CH:18]=[CH:17][CH:16]=1. (3) Given the reactants [ClH:1].[CH3:2][N:3]([CH3:53])[S:4]([C:7]1[CH:8]=[CH:9][C:10]([CH3:52])=[C:11]([C:13]2[CH:18]=[CH:17][CH:16]=[C:15]([CH2:19][C@H:20]([NH:34][C:35]([C@H:37]3[CH2:42][CH2:41][C@H:40]([CH2:43][NH:44]C(=O)OC(C)(C)C)[CH2:39][CH2:38]3)=[O:36])[C:21](=[O:33])[NH:22][C:23]3[CH:32]=[CH:31][C:26]4[NH:27][C:28](=[O:30])[NH:29][C:25]=4[CH:24]=3)[CH:14]=2)[CH:12]=1)(=[O:6])=[O:5].C(#N)C, predict the reaction product. The product is: [ClH:1].[NH2:44][CH2:43][C@H:40]1[CH2:41][CH2:42][C@H:37]([C:35]([NH:34][C@@H:20]([CH2:19][C:15]2[CH:14]=[C:13]([C:11]3[CH:12]=[C:7]([S:4](=[O:5])(=[O:6])[N:3]([CH3:2])[CH3:53])[CH:8]=[CH:9][C:10]=3[CH3:52])[CH:18]=[CH:17][CH:16]=2)[C:21](=[O:33])[NH:22][C:23]2[CH:32]=[CH:31][C:26]3[NH:27][C:28](=[O:30])[NH:29][C:25]=3[CH:24]=2)=[O:36])[CH2:38][CH2:39]1. (4) Given the reactants [F:1][C:2]1[CH:7]=[CH:6][CH:5]=[CH:4][C:3]=1[C:8]1[CH:20]=[CH:19][C:18]([C:21]([NH2:23])=[O:22])=[C:17]2[C:9]=1[C:10]1[CH2:11][CH2:12][CH2:13][CH2:14][C:15]=1[NH:16]2.ClC1C(=O)C(C#N)=C(C#N)C(=O)C=1Cl, predict the reaction product. The product is: [F:1][C:2]1[CH:7]=[CH:6][CH:5]=[CH:4][C:3]=1[C:8]1[C:9]2[C:10]3[C:15](=[CH:14][CH:13]=[CH:12][CH:11]=3)[NH:16][C:17]=2[C:18]([C:21]([NH2:23])=[O:22])=[CH:19][CH:20]=1. (5) Given the reactants [CH2:1]([N:4]1[C:13]2[C:8](=[CH:9][CH:10]=[C:11]([OH:14])[CH:12]=2)[CH2:7][CH2:6][CH2:5]1)[C:2]#[CH:3].C(N(CC)CC)C.[CH:22]([C:25]1[CH:30]=[CH:29][CH:28]=[C:27]([CH3:31])[C:26]=1[N:32]=[C:33]=[O:34])([CH3:24])[CH3:23], predict the reaction product. The product is: [CH:22]([C:25]1[CH:30]=[CH:29][CH:28]=[C:27]([CH3:31])[C:26]=1[NH:32][C:33](=[O:34])[O:14][C:11]1[CH:12]=[C:13]2[C:8]([CH2:7][CH2:6][CH2:5][N:4]2[CH2:1][C:2]#[CH:3])=[CH:9][CH:10]=1)([CH3:24])[CH3:23]. (6) Given the reactants [CH2:1]([CH:3]([CH2:17][CH3:18])[CH:4]([C:10]1[CH:16]=[CH:15][C:13]([NH2:14])=[CH:12][CH:11]=1)[N:5]1[CH:9]=[CH:8][N:7]=[CH:6]1)[CH3:2].[C:19]([S-:21])#[N:20].[K+].BrBr.[NH4+].[OH-], predict the reaction product. The product is: [CH2:17]([CH:3]([CH2:1][CH3:2])[CH:4]([C:10]1[CH:11]=[CH:12][C:13]2[N:14]=[C:19]([NH2:20])[S:21][C:15]=2[CH:16]=1)[N:5]1[CH:9]=[CH:8][N:7]=[CH:6]1)[CH3:18]. (7) Given the reactants [CH2:1]([N:3]1[C:8]2=[N:9][C:10](S(C)=O)=[N:11][CH:12]=[C:7]2[CH2:6][N:5]([C:16]2[CH:21]=[C:20]([O:22][CH3:23])[CH:19]=[C:18]([O:24][CH3:25])[C:17]=2[F:26])[C:4]1=[O:27])[CH3:2].[NH2:28][CH2:29][CH2:30][O:31][CH2:32][CH2:33][OH:34], predict the reaction product. The product is: [CH2:1]([N:3]1[C:8]2=[N:9][C:10]([NH:28][CH2:29][CH2:30][O:31][CH2:32][CH2:33][OH:34])=[N:11][CH:12]=[C:7]2[CH2:6][N:5]([C:16]2[CH:21]=[C:20]([O:22][CH3:23])[CH:19]=[C:18]([O:24][CH3:25])[C:17]=2[F:26])[C:4]1=[O:27])[CH3:2].